The task is: Regression. Given two drug SMILES strings and cell line genomic features, predict the synergy score measuring deviation from expected non-interaction effect.. This data is from NCI-60 drug combinations with 297,098 pairs across 59 cell lines. Drug 1: COC1=C(C=C2C(=C1)N=CN=C2NC3=CC(=C(C=C3)F)Cl)OCCCN4CCOCC4. Drug 2: CC=C1C(=O)NC(C(=O)OC2CC(=O)NC(C(=O)NC(CSSCCC=C2)C(=O)N1)C(C)C)C(C)C. Cell line: SN12C. Synergy scores: CSS=37.4, Synergy_ZIP=-1.31, Synergy_Bliss=2.22, Synergy_Loewe=1.50, Synergy_HSA=2.01.